Dataset: Full USPTO retrosynthesis dataset with 1.9M reactions from patents (1976-2016). Task: Predict the reactants needed to synthesize the given product. (1) Given the product [NH:1]1[C:5]2=[N:6][CH:7]=[C:8]([O:10][C:11]3[CH:46]=[C:45]([N:47]4[CH2:48][CH2:49][N:50]([CH2:53][C:54]5[CH2:59][CH2:58][C:57]([CH3:60])([CH3:61])[CH2:56][C:55]=5[C:62]5[CH:67]=[CH:66][C:65]([Cl:68])=[CH:64][CH:63]=5)[CH2:51][CH2:52]4)[CH:44]=[CH:43][C:12]=3[C:13]([NH:15][S:16]([C:19]3[CH:24]=[CH:23][C:22]([O:25][CH2:26][CH:27]4[CH2:39][CH2:38][C:30]([CH2:31][OH:32])([CH2:35][OH:34])[CH2:29][CH2:28]4)=[C:21]([N+:40]([O-:42])=[O:41])[CH:20]=3)(=[O:18])=[O:17])=[O:14])[CH:9]=[C:4]2[CH:3]=[CH:2]1, predict the reactants needed to synthesize it. The reactants are: [NH:1]1[C:5]2=[N:6][CH:7]=[C:8]([O:10][C:11]3[CH:46]=[C:45]([N:47]4[CH2:52][CH2:51][N:50]([CH2:53][C:54]5[CH2:59][CH2:58][C:57]([CH3:61])([CH3:60])[CH2:56][C:55]=5[C:62]5[CH:67]=[CH:66][C:65]([Cl:68])=[CH:64][CH:63]=5)[CH2:49][CH2:48]4)[CH:44]=[CH:43][C:12]=3[C:13]([NH:15][S:16]([C:19]3[CH:24]=[CH:23][C:22]([O:25][CH2:26][CH:27]4[CH2:39][CH2:38][C:30]5([CH2:35][O:34]C(C)(C)[O:32][CH2:31]5)[CH2:29][CH2:28]4)=[C:21]([N+:40]([O-:42])=[O:41])[CH:20]=3)(=[O:18])=[O:17])=[O:14])[CH:9]=[C:4]2[CH:3]=[CH:2]1.O.C1(C)C=CC(S(O)(=O)=O)=CC=1.C(N(CC)CC)C. (2) Given the product [Cl:1][C:2]1[CH:3]=[C:4]([C:5]2[O:10][C:9]([C:11]3[CH:16]=[CH:15][CH:14]=[C:13]([N+:17]([O-:19])=[O:18])[CH:12]=3)=[N:8][N:7]=2)[CH:20]=[CH:21][CH:22]=1, predict the reactants needed to synthesize it. The reactants are: [Cl:1][C:2]1[CH:3]=[C:4]([CH:20]=[CH:21][CH:22]=1)[C:5]([NH:7][NH:8][C:9]([C:11]1[CH:16]=[CH:15][CH:14]=[C:13]([N+:17]([O-:19])=[O:18])[CH:12]=1)=[O:10])=O. (3) Given the product [ClH:24].[ClH:24].[CH3:1][O:2][C:3]1[N:8]=[C:7](/[CH:9]=[CH:10]/[C:11]([NH:13][NH2:14])=[O:12])[CH:6]=[CH:5][C:4]=1[N:18]1[CH:22]=[C:21]([CH3:23])[N:20]=[CH:19]1, predict the reactants needed to synthesize it. The reactants are: [CH3:1][O:2][C:3]1[N:8]=[C:7](/[CH:9]=[CH:10]/[C:11]([NH:13][NH:14]C([O-])=O)=[O:12])[CH:6]=[CH:5][C:4]=1[N:18]1[CH:22]=[C:21]([CH3:23])[N:20]=[CH:19]1.[ClH:24]. (4) Given the product [CH2:1]([O:3][C:4]([C:6]1[N:7]=[C:8]([C:17]2[CH:18]=[CH:19][C:14]([C:12]#[N:13])=[CH:15][CH:16]=2)[O:9][CH:10]=1)=[O:5])[CH3:2], predict the reactants needed to synthesize it. The reactants are: [CH2:1]([O:3][C:4]([C:6]1[N:7]=[C:8](Cl)[O:9][CH:10]=1)=[O:5])[CH3:2].[C:12]([C:14]1[CH:19]=[CH:18][C:17](B(O)O)=[CH:16][CH:15]=1)#[N:13]. (5) Given the product [OH:30][C:15]1[C:14](=[O:31])[C:13](=[C:33]2[C:32](=[O:42])[C:40]3[C:35](=[CH:36][CH:37]=[CH:38][CH:39]=3)[C:34]2=[O:41])[C:16]=1[CH:17]=[C:18]1[C:26]([CH3:28])([CH3:27])[C:25]2[C:20](=[CH:21][CH:22]=[CH:23][CH:24]=2)[N:19]1[CH3:29], predict the reactants needed to synthesize it. The reactants are: C(N(CC)CC)C.C(O[C:13]1[C:14](=[O:31])[C:15](=[O:30])[C:16]=1[CH:17]=[C:18]1[C:26]([CH3:28])([CH3:27])[C:25]2[C:20](=[CH:21][CH:22]=[CH:23][CH:24]=2)[N:19]1[CH3:29])CCC.[C:32]1(=[O:42])[C:40]2[C:35](=[CH:36][CH:37]=[CH:38][CH:39]=2)[C:34](=[O:41])[CH2:33]1.